This data is from Catalyst prediction with 721,799 reactions and 888 catalyst types from USPTO. The task is: Predict which catalyst facilitates the given reaction. The catalyst class is: 7. Reactant: [CH3:1][O:2][CH2:3][CH2:4][NH:5][CH2:6][C:7]1[CH:12]=[CH:11][C:10]([C:13]2[S:14][C:15]3[N:16]=[CH:17][N:18]=[C:19]([NH:22][C:23]4[CH:28]=[CH:27][C:26]([O:29][C:30]5[CH:31]=[N:32][C:33]([CH3:36])=[CH:34][CH:35]=5)=[C:25]([CH3:37])[CH:24]=4)[C:20]=3[N:21]=2)=[CH:9][CH:8]=1.[C:38](OC(=O)C)(=[O:40])[CH3:39].C(N(CC)CC)C.C(=O)([O-])O.[Na+]. Product: [CH3:1][O:2][CH2:3][CH2:4][N:5]([CH2:6][C:7]1[CH:8]=[CH:9][C:10]([C:13]2[S:14][C:15]3[N:16]=[CH:17][N:18]=[C:19]([NH:22][C:23]4[CH:28]=[CH:27][C:26]([O:29][C:30]5[CH:31]=[N:32][C:33]([CH3:36])=[CH:34][CH:35]=5)=[C:25]([CH3:37])[CH:24]=4)[C:20]=3[N:21]=2)=[CH:11][CH:12]=1)[C:38](=[O:40])[CH3:39].